Dataset: Forward reaction prediction with 1.9M reactions from USPTO patents (1976-2016). Task: Predict the product of the given reaction. (1) Given the reactants [CH3:1][O:2][C:3]1[CH:8]=[C:7]([N+:9]([O-])=O)[CH:6]=[CH:5][C:4]=1[N:12]1[CH2:17][CH2:16][CH:15]([N:18]2[CH2:23][CH2:22][O:21][CH2:20][CH2:19]2)[CH2:14][CH2:13]1, predict the reaction product. The product is: [CH3:1][O:2][C:3]1[CH:8]=[C:7]([CH:6]=[CH:5][C:4]=1[N:12]1[CH2:13][CH2:14][CH:15]([N:18]2[CH2:19][CH2:20][O:21][CH2:22][CH2:23]2)[CH2:16][CH2:17]1)[NH2:9]. (2) The product is: [C:20]([O:1][CH:2]1[CH2:5][N:4]([C:6](=[O:8])[CH3:7])[CH2:3]1)([C:21]1[CH:26]=[CH:25][CH:24]=[CH:23][CH:22]=1)([C:33]1[CH:34]=[CH:35][CH:36]=[CH:37][CH:38]=1)[C:27]1[CH:28]=[CH:29][CH:30]=[CH:31][CH:32]=1. Given the reactants [OH:1][CH:2]1[CH2:5][N:4]([C:6](=[O:8])[CH3:7])[CH2:3]1.N12CCCN=C1CCCCC2.[C:20](Cl)([C:33]1[CH:38]=[CH:37][CH:36]=[CH:35][CH:34]=1)([C:27]1[CH:32]=[CH:31][CH:30]=[CH:29][CH:28]=1)[C:21]1[CH:26]=[CH:25][CH:24]=[CH:23][CH:22]=1, predict the reaction product. (3) Given the reactants [N:1]1([C:11]([O:13][C:14]([CH3:17])([CH3:16])[CH3:15])=[O:12])[CH2:6][CH2:5][NH:4][CH2:3][CH:2]1[C:7]([O:9][CH3:10])=[O:8].[CH:18]1[CH:23]=[CH:22][C:21]([CH2:24]Br)=[CH:20][CH:19]=1.C(N(CC)CC)C, predict the reaction product. The product is: [CH2:24]([N:4]1[CH2:5][CH2:6][N:1]([C:11]([O:13][C:14]([CH3:17])([CH3:16])[CH3:15])=[O:12])[CH:2]([C:7]([O:9][CH3:10])=[O:8])[CH2:3]1)[C:21]1[CH:22]=[CH:23][CH:18]=[CH:19][CH:20]=1. (4) Given the reactants [CH3:1][CH:2]1[CH:6]([CH3:7])[O:5][C:4]2([CH2:12][CH2:11][CH:10]([N:13]3[C:18](=[O:19])[C:17]([CH2:20][C:21]4[CH:26]=[CH:25][C:24]([C:27]5[C:28]([C:34]#[N:35])=[CH:29][C:30]([F:33])=[CH:31][CH:32]=5)=[CH:23][CH:22]=4)=[C:16]([CH2:36][CH2:37][CH3:38])[N:15]4[N:39]=[C:40]([CH3:42])[N:41]=[C:14]34)[CH2:9][CH2:8]2)[O:3]1.[C:43]([BH3-])#N.[Na+].CC(OI1(OC(C)=O)(OC(C)=O)OC(=O)C2C1=CC=CC=2)=O.C(=O)([O-])O.[Na+].S([O-])([O-])(=O)=S.[Na+].[Na+].C[Mg]Br.[Cl-].[NH4+], predict the reaction product. The product is: [F:33][C:30]1[CH:29]=[C:28]([C:34]#[N:35])[C:27]([C:24]2[CH:25]=[CH:26][C:21]([CH2:20][C:17]3[C:18](=[O:19])[N:13]([C@H:10]4[CH2:11][CH2:12][C@H:4]([O:5][CH:6]([CH3:7])[C:2]([OH:3])([CH3:1])[CH3:43])[CH2:8][CH2:9]4)[C:14]4[N:15]([N:39]=[C:40]([CH3:42])[N:41]=4)[C:16]=3[CH2:36][CH2:37][CH3:38])=[CH:22][CH:23]=2)=[CH:32][CH:31]=1. (5) Given the reactants [CH2:1]([O:3][C:4]([C:6]1[NH:7][C:8]([CH3:21])=[C:9]([C:12]2[CH:17]=[CH:16][C:15]([C:18]([OH:20])=O)=[CH:14][CH:13]=2)[C:10]=1[CH3:11])=[O:5])[CH3:2].[Br:22][C:23]1[CH:28]=[CH:27][C:26]([NH2:29])=[C:25]([F:30])[CH:24]=1.CN([P+](ON1N=NC2C=CC=CC1=2)(N(C)C)N(C)C)C.F[P-](F)(F)(F)(F)F.CCN(C(C)C)C(C)C, predict the reaction product. The product is: [CH2:1]([O:3][C:4]([C:6]1[NH:7][C:8]([CH3:21])=[C:9]([C:12]2[CH:13]=[CH:14][C:15]([C:18](=[O:20])[NH:29][C:26]3[CH:27]=[CH:28][C:23]([Br:22])=[CH:24][C:25]=3[F:30])=[CH:16][CH:17]=2)[C:10]=1[CH3:11])=[O:5])[CH3:2]. (6) The product is: [C:55]([O:58][CH2:59][C:60]1[C:61]([N:75]2[CH2:87][CH2:86][N:78]3[C:79]4[CH2:80][CH2:81][CH2:82][CH2:83][C:84]=4[CH:85]=[C:77]3[C:76]2=[O:88])=[N:62][CH:63]=[CH:64][C:65]=1[C:2]1[CH:3]=[C:4]([NH:10][C:11]2[CH:16]=[N:15][C:14]([N:17]3[CH2:22][CH2:21][N:20]([CH:23]4[CH2:26][O:25][CH2:24]4)[CH2:19][C@@H:18]3[CH3:27])=[CH:13][N:12]=2)[C:5](=[O:9])[N:6]([CH3:8])[CH:7]=1)(=[O:57])[CH3:56]. Given the reactants Br[C:2]1[CH:3]=[C:4]([NH:10][C:11]2[CH:16]=[N:15][C:14]([N:17]3[CH2:22][CH2:21][N:20]([CH:23]4[CH2:26][O:25][CH2:24]4)[CH2:19][C@@H:18]3[CH3:27])=[CH:13][N:12]=2)[C:5](=[O:9])[N:6]([CH3:8])[CH:7]=1.BrC1C=C(NC2C=CC(N3CCN(C4COC4)C[C@@H]3C)=CN=2)C(=O)N(C)C=1.[C:55]([O:58][CH2:59][C:60]1[C:61]([N:75]2[CH2:87][CH2:86][N:78]3[C:79]4[CH2:80][CH2:81][CH2:82][CH2:83][C:84]=4[CH:85]=[C:77]3[C:76]2=[O:88])=[N:62][CH:63]=[CH:64][C:65]=1B1OC(C)(C)C(C)(C)O1)(=[O:57])[CH3:56].[O-]P([O-])([O-])=O.[K+].[K+].[K+].C([O-])(=O)C.[Na+], predict the reaction product. (7) Given the reactants [S:1]1[CH:5]=[C:4]([C@H:6]([NH:18][C:19]2[CH:24]=[CH:23][CH:22]=[CH:21][CH:20]=2)[C:7]([O:9][C@@H:10]2[CH:15]3[CH2:16][CH2:17][N:12]([CH2:13][CH2:14]3)[CH2:11]2)=[O:8])[C:3]2[CH:25]=[CH:26][CH:27]=[CH:28][C:2]1=2.[Cl:29][CH2:30][C:31]([C:33]1[CH:38]=[CH:37][CH:36]=[CH:35][CH:34]=1)=[O:32], predict the reaction product. The product is: [Cl-:29].[S:1]1[CH:5]=[C:4]([C@H:6]([NH:18][C:19]2[CH:24]=[CH:23][CH:22]=[CH:21][CH:20]=2)[C:7]([O:9][C@@H:10]2[CH:15]3[CH2:16][CH2:17][N+:12]([CH2:30][C:31](=[O:32])[C:33]4[CH:38]=[CH:37][CH:36]=[CH:35][CH:34]=4)([CH2:13][CH2:14]3)[CH2:11]2)=[O:8])[C:3]2[CH:25]=[CH:26][CH:27]=[CH:28][C:2]1=2. (8) Given the reactants [CH3:1][S:2]([N:5]1[CH2:14][CH2:13][C:12]2[C:7](=[CH:8][C:9]([OH:15])=[CH:10][CH:11]=2)[CH2:6]1)(=[O:4])=[O:3].CS(O[CH2:21][CH2:22][CH:23]1[CH2:28][CH2:27][N:26]([C:29]([O:31][C:32]([CH3:35])([CH3:34])[CH3:33])=[O:30])[CH2:25][CH2:24]1)(=O)=O, predict the reaction product. The product is: [CH3:1][S:2]([N:5]1[CH2:14][CH2:13][C:12]2[C:7](=[CH:8][C:9]([O:15][CH2:21][CH2:22][CH:23]3[CH2:24][CH2:25][N:26]([C:29]([O:31][C:32]([CH3:33])([CH3:35])[CH3:34])=[O:30])[CH2:27][CH2:28]3)=[CH:10][CH:11]=2)[CH2:6]1)(=[O:4])=[O:3]. (9) Given the reactants [I:1][C:2]1[CH:3]=[N:4][NH:5][CH:6]=1.C1COCC1.C(N(CC)CC)C.Cl[Si:20]([CH3:23])([CH3:22])[CH3:21], predict the reaction product. The product is: [CH3:21][Si:20]([CH3:23])([CH3:22])[N:4]1[CH:3]=[C:2]([I:1])[CH:6]=[N:5]1.